Dataset: Peptide-MHC class II binding affinity with 134,281 pairs from IEDB. Task: Regression. Given a peptide amino acid sequence and an MHC pseudo amino acid sequence, predict their binding affinity value. This is MHC class II binding data. (1) The peptide sequence is AILPEYGTLGLECSP. The MHC is DRB1_0901 with pseudo-sequence DRB1_0901. The binding affinity (normalized) is 0.338. (2) The peptide sequence is SQDLELSWNLNGLQADLSS. The MHC is HLA-DQA10101-DQB10501 with pseudo-sequence HLA-DQA10101-DQB10501. The binding affinity (normalized) is 0.736. (3) The peptide sequence is VLKWHLHKAVEVPIS. The MHC is DRB1_0701 with pseudo-sequence DRB1_0701. The binding affinity (normalized) is 0.922. (4) The peptide sequence is NCPNLSPREEPDDID. The MHC is HLA-DQA10201-DQB10301 with pseudo-sequence HLA-DQA10201-DQB10301. The binding affinity (normalized) is 0.